From a dataset of Full USPTO retrosynthesis dataset with 1.9M reactions from patents (1976-2016). Predict the reactants needed to synthesize the given product. (1) Given the product [NH2:1][C:4]1[CH:5]=[C:6]2[C:10](=[CH:11][CH:12]=1)[CH2:9][N:8]([C:13]([O:15][C:16]([CH3:19])([CH3:18])[CH3:17])=[O:14])[CH2:7]2, predict the reactants needed to synthesize it. The reactants are: [N+:1]([C:4]1[CH:5]=[C:6]2[C:10](=[CH:11][CH:12]=1)[CH2:9][N:8]([C:13]([O:15][C:16]([CH3:19])([CH3:18])[CH3:17])=[O:14])[CH2:7]2)([O-])=O. (2) The reactants are: O1CCCC1.[H-].[Na+].[Cl:8][C:9]1[N:10]=[N:11][C:12](Cl)=[CH:13][CH:14]=1.[F:16][CH2:17][CH2:18][OH:19]. Given the product [F:16][CH2:17][CH2:18][O:19][C:12]1[N:11]=[N:10][C:9]([Cl:8])=[CH:14][CH:13]=1, predict the reactants needed to synthesize it. (3) Given the product [F:27][C:28]1[CH:33]=[CH:32][C:31]([C:2]2[CH:7]=[CH:6][CH:5]=[CH:4][C:3]=2[CH2:8][N:9]2[C:14](=[O:15])[C:13]([C:16]([NH:18][CH2:19][C:20]([OH:22])=[O:21])=[O:17])=[C:12]([OH:23])[C:11]([CH:24]([CH3:26])[CH3:25])=[N:10]2)=[CH:30][CH:29]=1, predict the reactants needed to synthesize it. The reactants are: Br[C:2]1[CH:7]=[CH:6][CH:5]=[CH:4][C:3]=1[CH2:8][N:9]1[C:14](=[O:15])[C:13]([C:16]([NH:18][CH2:19][C:20]([OH:22])=[O:21])=[O:17])=[C:12]([OH:23])[C:11]([CH:24]([CH3:26])[CH3:25])=[N:10]1.[F:27][C:28]1[CH:33]=[CH:32][C:31](B(O)O)=[CH:30][CH:29]=1.C(=O)([O-])[O-].[K+].[K+].Cl. (4) Given the product [Br:6][C:7]1[CH:13]=[CH:12][C:10]([NH:11][C:17](=[O:18])[O:19][CH2:20][C:21]2[CH:26]=[CH:25][CH:24]=[CH:23][CH:22]=2)=[C:9]([O:14][CH3:15])[CH:8]=1, predict the reactants needed to synthesize it. The reactants are: C(=O)(O)[O-].[Na+].[Br:6][C:7]1[CH:13]=[CH:12][C:10]([NH2:11])=[C:9]([O:14][CH3:15])[CH:8]=1.Cl[C:17]([O:19][CH2:20][C:21]1[CH:26]=[CH:25][CH:24]=[CH:23][CH:22]=1)=[O:18]. (5) Given the product [N+:1]([C:4]1[CH:5]=[CH:6][C:7]([S:10]([O:14][CH:15]2[CH2:20][CH2:19][CH2:18][N:17]([C:21]([O:23][C:24]([CH3:27])([CH3:26])[CH3:25])=[O:22])[CH2:16]2)(=[O:12])=[O:11])=[CH:8][CH:9]=1)([O-:3])=[O:2], predict the reactants needed to synthesize it. The reactants are: [N+:1]([C:4]1[CH:9]=[CH:8][C:7]([S:10](Cl)(=[O:12])=[O:11])=[CH:6][CH:5]=1)([O-:3])=[O:2].[OH:14][CH:15]1[CH2:20][CH2:19][CH2:18][N:17]([C:21]([O:23][C:24]([CH3:27])([CH3:26])[CH3:25])=[O:22])[CH2:16]1.N1C=CC=CC=1.C(=O)(O)[O-].[Na+]. (6) The reactants are: Br[C:2]1[C:22]([O:23][CH3:24])=[CH:21][C:5]2[N:6]([CH3:20])[C:7](=[O:19])[CH2:8][N:9]=[C:10]([C:11]3[CH:12]=[C:13]([CH:16]=[CH:17][CH:18]=3)[C:14]#[N:15])[C:4]=2[CH:3]=1.C1(B(O)O)C=CC=CC=1.[CH3:34][O:35][C:36]1[CH:41]=[CH:40][CH:39]=[CH:38][C:37]=1B(O)O. Given the product [CH3:24][O:23][C:22]1[C:2]([C:37]2[CH:38]=[CH:39][CH:40]=[CH:41][C:36]=2[O:35][CH3:34])=[CH:3][C:4]2[C:10]([C:11]3[CH:12]=[C:13]([CH:16]=[CH:17][CH:18]=3)[C:14]#[N:15])=[N:9][CH2:8][C:7](=[O:19])[N:6]([CH3:20])[C:5]=2[CH:21]=1, predict the reactants needed to synthesize it. (7) Given the product [Br:1][C:2]1[N:3]=[CH:4][C:5]([NH:8][CH2:12][C:11]2[C:10]([F:9])=[CH:17][CH:16]=[CH:15][C:14]=2[F:18])=[N:6][CH:7]=1, predict the reactants needed to synthesize it. The reactants are: [Br:1][C:2]1[CH:7]=[N:6][C:5]([NH2:8])=[CH:4][N:3]=1.[F:9][C:10]1[CH:17]=[CH:16][CH:15]=[C:14]([F:18])[C:11]=1[CH:12]=O. (8) Given the product [C:23]([O:12][C:9]([CH3:11])([CH3:10])[CH2:8][NH:7][C:6]([O:5][C:1]([CH3:4])([CH3:2])[CH3:3])=[O:13])(=[O:25])[CH3:24], predict the reactants needed to synthesize it. The reactants are: [C:1]([O:5][C:6](=[O:13])[NH:7][CH2:8][C:9]([OH:12])([CH3:11])[CH3:10])([CH3:4])([CH3:3])[CH3:2].C(N(C(C)C)C(C)C)C.[C:23](OC(=O)C)(=[O:25])[CH3:24].